This data is from Forward reaction prediction with 1.9M reactions from USPTO patents (1976-2016). The task is: Predict the product of the given reaction. Given the reactants Cl[C:2]1[N:3]=[C:4]([N:15]2[CH2:20][CH2:19][O:18][CH2:17][CH2:16]2)[C:5]2[O:10][C:9]([C:11]([NH:13][CH3:14])=[O:12])=[CH:8][C:6]=2[N:7]=1.CC1(C)C(C)(C)OB([C:29]2[CH:37]=[CH:36][CH:35]=[C:34]3[C:30]=2[CH:31]=[N:32][NH:33]3)O1, predict the reaction product. The product is: [NH:33]1[C:34]2[C:30](=[C:29]([C:2]3[N:3]=[C:4]([N:15]4[CH2:20][CH2:19][O:18][CH2:17][CH2:16]4)[C:5]4[O:10][C:9]([C:11]([NH:13][CH3:14])=[O:12])=[CH:8][C:6]=4[N:7]=3)[CH:37]=[CH:36][CH:35]=2)[CH:31]=[N:32]1.